Dataset: Full USPTO retrosynthesis dataset with 1.9M reactions from patents (1976-2016). Task: Predict the reactants needed to synthesize the given product. (1) The reactants are: C([O:3][C:4](=[O:47])[CH2:5][N:6]1[C:15]2[C:10](=[C:11]([NH:16][C:17]3[C:22]([C:23]([F:26])([F:25])[F:24])=[CH:21][N:20]=[C:19]([NH:27][C:28]4[CH:33]=[CH:32][C:31]([CH2:34][P:35]([O:40][CH2:41][CH3:42])([O:37][CH2:38][CH3:39])=[O:36])=[CH:30][C:29]=4[O:43][CH3:44])[N:18]=3)[CH:12]=[CH:13][CH:14]=2)[C:9](=[O:45])[C:8]([CH3:46])=[CH:7]1)C.C1COCC1.O[Li].O. Given the product [CH2:41]([O:40][P:35]([CH2:34][C:31]1[CH:32]=[CH:33][C:28]([NH:27][C:19]2[N:18]=[C:17]([NH:16][C:11]3[CH:12]=[CH:13][CH:14]=[C:15]4[C:10]=3[C:9](=[O:45])[C:8]([CH3:46])=[CH:7][N:6]4[CH2:5][C:4]([OH:47])=[O:3])[C:22]([C:23]([F:24])([F:26])[F:25])=[CH:21][N:20]=2)=[C:29]([O:43][CH3:44])[CH:30]=1)([O:37][CH2:38][CH3:39])=[O:36])[CH3:42], predict the reactants needed to synthesize it. (2) Given the product [CH3:54][O:55][C:56]1[CH:61]=[CH:60][C:59]2[NH:62][C:12]([C@H:11]([NH:10][C:8](=[O:9])[O:7][C:3]([CH3:6])([CH3:5])[CH3:4])[CH2:15][C:16]3[CH:21]=[CH:20][C:19]([O:22][CH3:23])=[CH:18][CH:17]=3)=[N:63][C:58]=2[CH:57]=1, predict the reactants needed to synthesize it. The reactants are: N#N.[C:3]([O:7][C:8]([NH:10][C@H:11]([CH2:15][C:16]1[CH:21]=[CH:20][C:19]([O:22][CH3:23])=[CH:18][CH:17]=1)[C:12](O)=O)=[O:9])([CH3:6])([CH3:5])[CH3:4].C(N1CCOCC1)C.CN(C(ON1N=NC2C=CC=CC1=2)=[N+](C)C)C.[B-](F)(F)(F)F.[CH3:54][O:55][C:56]1[CH:57]=[C:58]([NH2:63])[C:59]([NH2:62])=[CH:60][CH:61]=1. (3) Given the product [NH2:1][C:2]1[CH:6]=[C:5]([C:7]2[CH:12]=[CH:11][C:10]([F:13])=[C:9]([F:14])[CH:8]=2)[S:4][C:3]=1[C:15]([NH:18][C:19]1([C:25]([O:27][CH3:28])=[O:26])[CH2:24][CH2:23][CH2:22][CH2:21][CH2:20]1)=[O:17], predict the reactants needed to synthesize it. The reactants are: [NH2:1][C:2]1[CH:6]=[C:5]([C:7]2[CH:12]=[CH:11][C:10]([F:13])=[C:9]([F:14])[CH:8]=2)[S:4][C:3]=1[C:15]([OH:17])=O.[NH2:18][C:19]1([C:25]([O:27][CH3:28])=[O:26])[CH2:24][CH2:23][CH2:22][CH2:21][CH2:20]1.C(N(CC)CC)C.CN(C(ON1N=NC2C=CC=NC1=2)=[N+](C)C)C.F[P-](F)(F)(F)(F)F. (4) Given the product [Br:1][C:2]1[CH:7]=[CH:6][C:5]([S:8]([N:15]([CH3:16])[CH3:14])(=[O:10])=[O:9])=[C:4]([F:12])[CH:3]=1, predict the reactants needed to synthesize it. The reactants are: [Br:1][C:2]1[CH:7]=[CH:6][C:5]([S:8](Cl)(=[O:10])=[O:9])=[C:4]([F:12])[CH:3]=1.C[CH2:14][N:15](CC)[CH2:16]C.CNC.C1COCC1. (5) Given the product [Cl:14][C:4]1[C:3]([CH2:2][NH:1][C:24](=[O:29])[C:25]([CH3:28])([CH3:27])[CH3:26])=[C:12]([F:13])[CH:11]=[CH:10][C:5]=1[C:6]([O:8][CH3:9])=[O:7], predict the reactants needed to synthesize it. The reactants are: [NH2:1][CH2:2][C:3]1[C:4]([Cl:14])=[C:5]([CH:10]=[CH:11][C:12]=1[F:13])[C:6]([O:8][CH3:9])=[O:7].CCN(C(C)C)C(C)C.[C:24](Cl)(=[O:29])[C:25]([CH3:28])([CH3:27])[CH3:26].